From a dataset of Forward reaction prediction with 1.9M reactions from USPTO patents (1976-2016). Predict the product of the given reaction. Given the reactants [F:1][C:2]1[CH:10]=[CH:9][CH:8]=[CH:7][C:3]=1[C:4]([OH:6])=O.[CH2:11]([NH:13][CH2:14][C:15]([CH2:21][NH:22][C:23]1[CH:31]=[CH:30][CH:29]=[C:28]2[C:24]=1[CH:25]=[N:26][N:27]2[C:32]1[CH:37]=[CH:36][C:35]([F:38])=[CH:34][CH:33]=1)([OH:20])[C:16]([F:19])([F:18])[F:17])[CH3:12], predict the reaction product. The product is: [CH2:11]([N:13]([CH2:14][C:15]([CH2:21][NH:22][C:23]1[CH:31]=[CH:30][CH:29]=[C:28]2[C:24]=1[CH:25]=[N:26][N:27]2[C:32]1[CH:33]=[CH:34][C:35]([F:38])=[CH:36][CH:37]=1)([OH:20])[C:16]([F:18])([F:19])[F:17])[C:4](=[O:6])[C:3]1[CH:7]=[CH:8][CH:9]=[CH:10][C:2]=1[F:1])[CH3:12].